Dataset: NCI-60 drug combinations with 297,098 pairs across 59 cell lines. Task: Regression. Given two drug SMILES strings and cell line genomic features, predict the synergy score measuring deviation from expected non-interaction effect. Drug 1: CC(CN1CC(=O)NC(=O)C1)N2CC(=O)NC(=O)C2. Drug 2: CC(C)(C#N)C1=CC(=CC(=C1)CN2C=NC=N2)C(C)(C)C#N. Cell line: DU-145. Synergy scores: CSS=9.69, Synergy_ZIP=-6.08, Synergy_Bliss=-0.0473, Synergy_Loewe=1.23, Synergy_HSA=0.959.